From a dataset of Reaction yield outcomes from USPTO patents with 853,638 reactions. Predict the reaction yield, written as a fraction of the theoretical maximum amount of product (1.0 means a 100% yield; for example, 0.34 means a 34% yield). The reactants are [Cl:1][C:2]1[CH:7]=[C:6]([O:8][C:9]2[C:10]([CH3:18])=[N:11][C:12]([N+:15]([O-])=O)=[CH:13][CH:14]=2)[CH:5]=[CH:4][N:3]=1.O.O.[Sn](Cl)Cl.C([O-])(O)=O.[Na+]. The catalyst is CCO. The product is [Cl:1][C:2]1[CH:7]=[C:6]([O:8][C:9]2[CH:14]=[CH:13][C:12]([NH2:15])=[N:11][C:10]=2[CH3:18])[CH:5]=[CH:4][N:3]=1. The yield is 0.730.